From a dataset of Peptide-MHC class II binding affinity with 134,281 pairs from IEDB. Regression. Given a peptide amino acid sequence and an MHC pseudo amino acid sequence, predict their binding affinity value. This is MHC class II binding data. The peptide sequence is KDGRRIVVPCREQDE. The MHC is DRB1_0801 with pseudo-sequence DRB1_0801. The binding affinity (normalized) is 0.420.